The task is: Predict the reactants needed to synthesize the given product.. This data is from Full USPTO retrosynthesis dataset with 1.9M reactions from patents (1976-2016). (1) Given the product [CH3:14][N:6]1[CH2:7][C:3]([CH3:11])([CH3:2])[CH2:4][C@H:5]1[C:8]([OH:10])=[O:9], predict the reactants needed to synthesize it. The reactants are: Cl.[CH3:2][C:3]1([CH3:11])[CH2:7][NH:6][C@H:5]([C:8]([OH:10])=[O:9])[CH2:4]1.C=O.[CH3:14]CN(C(C)C)C(C)C. (2) Given the product [Cl:1][C:2]1[CH:26]=[CH:25][C:5]([O:6][C:7](=[O:8])[N:9]([CH3:24])[C@H:10]2[CH2:15][CH2:14][C@H:13]([C:16]#[C:17][CH2:18][N:28]([CH3:27])[CH2:29][CH2:30][CH3:31])[CH2:12][CH2:11]2)=[CH:4][CH:3]=1, predict the reactants needed to synthesize it. The reactants are: [Cl:1][C:2]1[CH:26]=[CH:25][C:5]([O:6][C:7]([N:9]([CH3:24])[C@H:10]2[CH2:15][CH2:14][C@H:13]([C:16]#[C:17][CH2:18]OS(C)(=O)=O)[CH2:12][CH2:11]2)=[O:8])=[CH:4][CH:3]=1.[CH3:27][NH:28][CH2:29][CH2:30][CH3:31]. (3) Given the product [CH2:20]([O:22][C:23](=[O:26])[CH2:24][S:25][C:6]1[C:7]([C:8]#[N:9])=[C:2]([Cl:1])[N:3]=[C:4]([S:11][CH3:12])[N:5]=1)[CH3:21], predict the reactants needed to synthesize it. The reactants are: [Cl:1][C:2]1[C:7]([C:8]#[N:9])=[C:6](Cl)[N:5]=[C:4]([S:11][CH3:12])[N:3]=1.C(N(CC)CC)C.[CH2:20]([O:22][C:23](=[O:26])[CH2:24][SH:25])[CH3:21]. (4) The reactants are: [NH2:1][C:2]1[CH:3]=[C:4]([C:7]([S:10][CH2:11][C:12]2[CH:17]=[CH:16][CH:15]=[CH:14][CH:13]=2)=[CH:8][N:9]=1)[C:5]#[N:6].C(N(CC)CC)C.[C:25](OC(=O)C)(=[O:27])[CH3:26]. Given the product [CH2:11]([S:10][C:7]1[C:4]([C:5]#[N:6])=[CH:3][C:2]([NH:1][C:25](=[O:27])[CH3:26])=[N:9][CH:8]=1)[C:12]1[CH:17]=[CH:16][CH:15]=[CH:14][CH:13]=1, predict the reactants needed to synthesize it.